The task is: Predict which catalyst facilitates the given reaction.. This data is from Catalyst prediction with 721,799 reactions and 888 catalyst types from USPTO. (1) Reactant: [NH:1]1[CH2:9][CH2:8][CH:4]([C:5]([OH:7])=[O:6])[CH2:3][CH2:2]1.O1CCOCC1.[OH-].[Na+].[C:18](Cl)([O:20][CH2:21][C:22]1[CH:27]=[CH:26][CH:25]=[CH:24][CH:23]=1)=[O:19]. Product: [C:18]([N:1]1[CH2:9][CH2:8][CH:4]([C:5]([OH:7])=[O:6])[CH2:3][CH2:2]1)([O:20][CH2:21][C:22]1[CH:27]=[CH:26][CH:25]=[CH:24][CH:23]=1)=[O:19]. The catalyst class is: 69. (2) Reactant: [CH2:1]([O:8][C:9]([N:11]([CH2:24][CH2:25][CH2:26][CH:27]=[CH2:28])[C:12]1[CH:13]=[C:14]([CH:18]=[C:19]([CH2:21][O:22][CH3:23])[CH:20]=1)[C:15]([OH:17])=O)=[O:10])[C:2]1[CH:7]=[CH:6][CH:5]=[CH:4][CH:3]=1.C1C=CC2N(O)N=[N:35]C=2C=1.CCN(C(C)C)C(C)C.[Cl:48][CH2:49][C@@H:50]([C@@H:52](Cl)[CH2:53][C@H:54]([CH3:59])[CH2:55][CH2:56][CH:57]=[CH2:58])[OH:51].CCN=C=NCCCN(C)C.Cl.Cl. Product: [CH2:1]([O:8][C:9](=[O:10])[N:11]([C:12]1[CH:20]=[C:19]([CH2:21][O:22][CH3:23])[CH:18]=[C:14]([C:15](=[O:17])[NH:35][C@H:52]([C@H:50]([OH:51])[CH2:49][Cl:48])[CH2:53][C@H:54]([CH3:59])[CH2:55][CH2:56][CH:57]=[CH2:58])[CH:13]=1)[CH2:24][CH2:25][CH2:26][CH:27]=[CH2:28])[C:2]1[CH:3]=[CH:4][CH:5]=[CH:6][CH:7]=1. The catalyst class is: 34. (3) Reactant: [C:1]1(=[O:12])[C:7]2[CH:8]=[CH:9][CH:10]=[CH:11][C:6]=2[CH2:5][CH2:4][CH2:3][NH:2]1.[F:13][B-:14]([F:17])([F:16])[F:15].[CH3:18][O+](C)C. Product: [F:13][B-:14]([F:17])([F:16])[F:15].[CH3:18][O:12][C:1]1[C:7]2[CH:8]=[CH:9][CH:10]=[CH:11][C:6]=2[CH2:5][CH2:4][CH2:3][N:2]=1. The catalyst class is: 2. (4) Reactant: [C:1]([NH:6][C:7]1[CH:15]=[C:14]([N+:16]([O-:18])=[O:17])[CH:13]=[CH:12][C:8]=1[C:9]([OH:11])=O)(=O)[CH:2]([CH3:4])[CH3:3].[Cl:19][C:20]1[CH:25]=[CH:24][C:23]([NH2:26])=[CH:22][CH:21]=1.P(Cl)(Cl)Cl. Product: [Cl:19][C:20]1[CH:25]=[CH:24][C:23]([N:26]2[C:9](=[O:11])[C:8]3[C:7](=[CH:15][C:14]([N+:16]([O-:18])=[O:17])=[CH:13][CH:12]=3)[N:6]=[C:1]2[CH:2]([CH3:3])[CH3:4])=[CH:22][CH:21]=1. The catalyst class is: 23. (5) Reactant: [CH3:1][N:2]([S:26]([C:29]1[S:30][CH:31]=[CH:32][CH:33]=1)(=[O:28])=[O:27])[C:3]1[CH:4]=[C:5]([O:21][C:22]([F:25])([F:24])[F:23])[CH:6]=[C:7]2[C:11]=1[NH:10][C:9]([C:12]1[S:13][CH:14]([CH2:17][C:18]([OH:20])=O)[CH2:15][N:16]=1)=[CH:8]2.Cl.C[N:36](C)CCCN=C=NCC.CN(C)C=O. Product: [CH3:1][N:2]([S:26]([C:29]1[S:30][CH:31]=[CH:32][CH:33]=1)(=[O:28])=[O:27])[C:3]1[CH:4]=[C:5]([O:21][C:22]([F:24])([F:25])[F:23])[CH:6]=[C:7]2[C:11]=1[NH:10][C:9]([C:12]1[S:13][CH:14]([CH2:17][C:18]([NH2:36])=[O:20])[CH2:15][N:16]=1)=[CH:8]2. The catalyst class is: 6.